This data is from Volume of distribution at steady state (VDss) regression data from Lombardo et al.. The task is: Regression/Classification. Given a drug SMILES string, predict its absorption, distribution, metabolism, or excretion properties. Task type varies by dataset: regression for continuous measurements (e.g., permeability, clearance, half-life) or binary classification for categorical outcomes (e.g., BBB penetration, CYP inhibition). For this dataset (vdss_lombardo), we predict log10(VDss) (log10 of volume of distribution in L/kg). The molecule is CC[NH+](CC)CCNc1ccc(CNC=O)c2sc3ccc(OC)cc3c(=O)c12. The log10(VDss) is 0.